The task is: Predict the reaction yield, written as a fraction of the theoretical maximum amount of product (1.0 means a 100% yield; for example, 0.34 means a 34% yield).. This data is from Reaction yield outcomes from USPTO patents with 853,638 reactions. The catalyst is C1COCC1.C(Cl)Cl.[Cu]I.Cl[Pd](Cl)([P](C1C=CC=CC=1)(C1C=CC=CC=1)C1C=CC=CC=1)[P](C1C=CC=CC=1)(C1C=CC=CC=1)C1C=CC=CC=1. The product is [Br:9][C:5]1[CH:6]=[C:7]([C:22]#[C:21][Si:17]([CH3:20])([CH3:19])[CH3:18])[C:2]([NH2:1])=[N:3][CH:4]=1. The yield is 0.840. The reactants are [NH2:1][C:2]1[C:7](I)=[CH:6][C:5]([Br:9])=[CH:4][N:3]=1.CCN(CC)CC.[Si:17]([C:21]#[CH:22])([CH3:20])([CH3:19])[CH3:18].CCOCC.